This data is from Peptide-MHC class II binding affinity with 134,281 pairs from IEDB. The task is: Regression. Given a peptide amino acid sequence and an MHC pseudo amino acid sequence, predict their binding affinity value. This is MHC class II binding data. The MHC is HLA-DPA10103-DPB10401 with pseudo-sequence HLA-DPA10103-DPB10401. The binding affinity (normalized) is 1.00. The peptide sequence is KKKYFAATQFEPLAA.